This data is from NCI-60 drug combinations with 297,098 pairs across 59 cell lines. The task is: Regression. Given two drug SMILES strings and cell line genomic features, predict the synergy score measuring deviation from expected non-interaction effect. (1) Drug 1: CS(=O)(=O)C1=CC(=C(C=C1)C(=O)NC2=CC(=C(C=C2)Cl)C3=CC=CC=N3)Cl. Drug 2: COC1=C2C(=CC3=C1OC=C3)C=CC(=O)O2. Cell line: KM12. Synergy scores: CSS=21.9, Synergy_ZIP=14.7, Synergy_Bliss=18.9, Synergy_Loewe=-3.19, Synergy_HSA=6.15. (2) Drug 1: CC1=C(C(CCC1)(C)C)C=CC(=CC=CC(=CC(=O)O)C)C. Drug 2: CS(=O)(=O)CCNCC1=CC=C(O1)C2=CC3=C(C=C2)N=CN=C3NC4=CC(=C(C=C4)OCC5=CC(=CC=C5)F)Cl. Cell line: CAKI-1. Synergy scores: CSS=6.10, Synergy_ZIP=-0.983, Synergy_Bliss=0.998, Synergy_Loewe=-2.04, Synergy_HSA=-0.133.